This data is from Catalyst prediction with 721,799 reactions and 888 catalyst types from USPTO. The task is: Predict which catalyst facilitates the given reaction. (1) Reactant: [N+:1](/[CH:4]=[CH:5]/[CH:6]1[CH2:11][CH2:10][CH2:9][CH2:8][CH2:7]1)([O-:3])=[O:2].[N:12]1[CH:17]=[CH:16][N:15]=[CH:14][C:13]=1[CH:18]=[O:19].CCOCC.[Na+].[Cl-]. Product: [CH:6]1([C@@H:5]([CH2:4][N+:1]([O-:3])=[O:2])[C:18]([C:13]2[CH:14]=[N:15][CH:16]=[CH:17][N:12]=2)=[O:19])[CH2:11][CH2:10][CH2:9][CH2:8][CH2:7]1. The catalyst class is: 2. (2) Reactant: C(O[C:4](=[O:25])[CH2:5][C:6](=O)[CH2:7][CH2:8][CH2:9][CH2:10][CH2:11][CH2:12][CH2:13][CH2:14][CH2:15][CH2:16][CH2:17][CH2:18][CH2:19][CH2:20][CH2:21][CH2:22][CH3:23])C.[C:26]1([NH:32][C:33]([NH:35][C:36]([NH2:38])=[NH:37])=[NH:34])[CH:31]=[CH:30][CH:29]=[CH:28][CH:27]=1. Product: [CH2:7]([C:6]1[N:37]=[C:36]([NH:35][C:33]([NH:32][C:26]2[CH:31]=[CH:30][CH:29]=[CH:28][CH:27]=2)=[NH:34])[NH:38][C:4](=[O:25])[CH:5]=1)[CH2:8][CH2:9][CH2:10][CH2:11][CH2:12][CH2:13][CH2:14][CH2:15][CH2:16][CH2:17][CH2:18][CH2:19][CH2:20][CH2:21][CH2:22][CH3:23]. The catalyst class is: 8.